Dataset: Forward reaction prediction with 1.9M reactions from USPTO patents (1976-2016). Task: Predict the product of the given reaction. (1) Given the reactants [OH:1][C@@H:2]([C@H:4]1[C:24](=[O:25])[N:6]2[C:7]([C:21]([O-:23])=[O:22])=[C:8]([S:11]/[CH:12]=[CH:13]\[C:14]3[S:18][CH:17]=[N:16][C:15]=3[CH2:19][OH:20])[C@H:9]([CH3:10])[C@H:5]12)[CH3:3].[Na+].[CH:27]1([O:33][C:34]([O:36][CH:37](I)[CH:38]([CH3:40])[CH3:39])=[O:35])[CH2:32][CH2:31][CH2:30][CH2:29][CH2:28]1, predict the reaction product. The product is: [OH:1][C@@H:2]([C@H:4]1[C:24](=[O:25])[N:6]2[C:7]([C:21]([O:23][CH:37]([O:36][C:34]([O:33][CH:27]3[CH2:32][CH2:31][CH2:30][CH2:29][CH2:28]3)=[O:35])[CH:38]([CH3:40])[CH3:39])=[O:22])=[C:8]([S:11]/[CH:12]=[CH:13]\[C:14]3[S:18][CH:17]=[N:16][C:15]=3[CH2:19][OH:20])[C@H:9]([CH3:10])[C@H:5]12)[CH3:3]. (2) Given the reactants C(O[C:6]([N:8](C)[C@@H:9]([CH2:13][C:14](C)(C)[CH3:15])[C:10](O)=[O:11])=O)(C)(C)C.[F:19][C:20]([F:38])([F:37])[O:21][C:22]1[CH:27]=[CH:26][C:25]([N:28]2[CH2:32][C@@H:31]3[C@@H:33]([NH2:36])[CH2:34][CH2:35][C@@H:30]3[CH2:29]2)=[CH:24][CH:23]=1.FC(F)(F)C1N=C(N2C[C@@H]3[C@@H](N)CC[C@@H]3C2)C=CC=1, predict the reaction product. The product is: [CH3:6][NH:8][C@H:9]([C:10]([NH:36][C@@H:33]1[C@@H:31]2[C@@H:30]([CH2:29][N:28]([C:25]3[CH:24]=[CH:23][C:22]([O:21][C:20]([F:19])([F:37])[F:38])=[CH:27][CH:26]=3)[CH2:32]2)[CH2:35][CH2:34]1)=[O:11])[CH2:13][CH2:14][CH3:15]. (3) Given the reactants [C:1]1([CH2:11][NH:12][C:13](=[O:20])[NH:14][O:15][CH2:16][C:17]([OH:19])=O)[C:10]2[C:5](=[CH:6][CH:7]=[CH:8][CH:9]=2)[CH:4]=[CH:3][CH:2]=1.[NH2:21][C@H:22]([C:35]([N:37]([C@@H:49]([CH3:57])[CH:50]([O:54][CH2:55][CH3:56])[O:51][CH2:52][CH3:53])[CH2:38][C:39]1[CH:40]=[CH:41][CH:42]=[C:43]2[C:48]=1[N:47]=[CH:46][CH:45]=[CH:44]2)=[O:36])[CH2:23][CH2:24][CH2:25][CH2:26][NH:27][C:28](=[O:34])[O:29][C:30]([CH3:33])([CH3:32])[CH3:31], predict the reaction product. The product is: [CH2:55]([O:54][CH:50]([O:51][CH2:52][CH3:53])[C@@H:49]([N:37]([CH2:38][C:39]1[CH:40]=[CH:41][CH:42]=[C:43]2[C:48]=1[N:47]=[CH:46][CH:45]=[CH:44]2)[C:35]([C@H:22]([CH2:23][CH2:24][CH2:25][CH2:26][NH:27][C:28](=[O:34])[O:29][C:30]([CH3:32])([CH3:33])[CH3:31])[NH:21][C:17](=[O:19])[CH2:16][O:15][NH:14][C:13](=[O:20])[NH:12][CH2:11][C:1]1[C:10]2[C:5](=[CH:6][CH:7]=[CH:8][CH:9]=2)[CH:4]=[CH:3][CH:2]=1)=[O:36])[CH3:57])[CH3:56].